From a dataset of NCI-60 drug combinations with 297,098 pairs across 59 cell lines. Regression. Given two drug SMILES strings and cell line genomic features, predict the synergy score measuring deviation from expected non-interaction effect. (1) Drug 1: CN1CCC(CC1)COC2=C(C=C3C(=C2)N=CN=C3NC4=C(C=C(C=C4)Br)F)OC. Drug 2: CC1=C(C=C(C=C1)C(=O)NC2=CC(=CC(=C2)C(F)(F)F)N3C=C(N=C3)C)NC4=NC=CC(=N4)C5=CN=CC=C5. Cell line: RXF 393. Synergy scores: CSS=5.82, Synergy_ZIP=-2.23, Synergy_Bliss=0.586, Synergy_Loewe=-3.95, Synergy_HSA=-2.43. (2) Drug 1: CC(C1=C(C=CC(=C1Cl)F)Cl)OC2=C(N=CC(=C2)C3=CN(N=C3)C4CCNCC4)N. Drug 2: CC1=CC2C(CCC3(C2CCC3(C(=O)C)OC(=O)C)C)C4(C1=CC(=O)CC4)C. Cell line: HCT116. Synergy scores: CSS=21.0, Synergy_ZIP=-1.89, Synergy_Bliss=-0.883, Synergy_Loewe=-15.5, Synergy_HSA=-1.51. (3) Drug 1: CCCS(=O)(=O)NC1=C(C(=C(C=C1)F)C(=O)C2=CNC3=C2C=C(C=N3)C4=CC=C(C=C4)Cl)F. Drug 2: COCCOC1=C(C=C2C(=C1)C(=NC=N2)NC3=CC=CC(=C3)C#C)OCCOC.Cl. Cell line: K-562. Synergy scores: CSS=10.4, Synergy_ZIP=6.88, Synergy_Bliss=4.28, Synergy_Loewe=-12.5, Synergy_HSA=-0.650. (4) Drug 1: CC1CCC2CC(C(=CC=CC=CC(CC(C(=O)C(C(C(=CC(C(=O)CC(OC(=O)C3CCCCN3C(=O)C(=O)C1(O2)O)C(C)CC4CCC(C(C4)OC)OCCO)C)C)O)OC)C)C)C)OC. Drug 2: CC1CCCC2(C(O2)CC(NC(=O)CC(C(C(=O)C(C1O)C)(C)C)O)C(=CC3=CSC(=N3)C)C)C. Cell line: UACC-257. Synergy scores: CSS=26.4, Synergy_ZIP=4.03, Synergy_Bliss=5.12, Synergy_Loewe=-2.50, Synergy_HSA=4.74. (5) Drug 1: C1=NNC2=C1C(=O)NC=N2. Drug 2: CC1=C(C(=O)C2=C(C1=O)N3CC4C(C3(C2COC(=O)N)OC)N4)N. Cell line: HT29. Synergy scores: CSS=35.5, Synergy_ZIP=-5.52, Synergy_Bliss=-5.41, Synergy_Loewe=-17.0, Synergy_HSA=-2.73.